Dataset: Forward reaction prediction with 1.9M reactions from USPTO patents (1976-2016). Task: Predict the product of the given reaction. The product is: [CH2:22]([O:1][C:2]1[CH:3]=[C:4]([CH2:8][CH2:9][CH2:10][N:11]2[C:19](=[O:20])[C:18]3[C:13](=[CH:14][CH:15]=[CH:16][CH:17]=3)[C:12]2=[O:21])[CH:5]=[CH:6][CH:7]=1)[CH2:23][C:24]1[CH:29]=[CH:28][CH:27]=[CH:26][CH:25]=1. Given the reactants [OH:1][C:2]1[CH:3]=[C:4]([CH2:8][CH2:9][CH2:10][N:11]2[C:19](=[O:20])[C:18]3[C:13](=[CH:14][CH:15]=[CH:16][CH:17]=3)[C:12]2=[O:21])[CH:5]=[CH:6][CH:7]=1.[CH2:22](O)[CH2:23][C:24]1[CH:29]=[CH:28][CH:27]=[CH:26][CH:25]=1, predict the reaction product.